The task is: Predict the product of the given reaction.. This data is from Forward reaction prediction with 1.9M reactions from USPTO patents (1976-2016). (1) Given the reactants C(O[C:4]([C:6]1[CH:11]=[C:10]([C:12]#[N:13])[CH:9]=[C:8]([CH3:14])[N:7]=1)=[O:5])C.[NH2:15][C:16]1[CH:21]=[CH:20][N:19]=[C:18]([CH3:22])[CH:17]=1, predict the reaction product. The product is: [CH3:22][C:18]1[CH:17]=[C:16]([NH:15][C:4]([C:6]2[CH:11]=[C:10]([C:12]#[N:13])[CH:9]=[C:8]([CH3:14])[N:7]=2)=[O:5])[CH:21]=[CH:20][N:19]=1. (2) Given the reactants [OH:1][C:2]1[CH:9]=[C:8]([F:10])[CH:7]=[CH:6][C:3]=1[CH:4]=O.[F:11][C:12]([F:21])([F:20])/[CH:13]=[CH:14]/[C:15]([O:17][CH2:18][CH3:19])=[O:16].C(=O)([O-])[O-].[K+].[K+].C(OCC)(=O)C, predict the reaction product. The product is: [F:10][C:8]1[CH:9]=[C:2]2[C:3]([CH:4]=[C:14]([C:15]([O:17][CH2:18][CH3:19])=[O:16])[CH:13]([C:12]([F:11])([F:21])[F:20])[O:1]2)=[CH:6][CH:7]=1. (3) Given the reactants [OH-].[Na+].C[O:4][C:5](=[O:24])[CH2:6][CH2:7][CH2:8][CH2:9][CH2:10][CH2:11][CH2:12][N:13]1[CH:17]=[CH:16][N:15]=[C:14]1[C:18]1[CH:23]=[CH:22][CH:21]=[CH:20][CH:19]=1, predict the reaction product. The product is: [C:18]1([C:14]2[N:13]([CH2:12][CH2:11][CH2:10][CH2:9][CH2:8][CH2:7][CH2:6][C:5]([OH:24])=[O:4])[CH:17]=[CH:16][N:15]=2)[CH:19]=[CH:20][CH:21]=[CH:22][CH:23]=1. (4) Given the reactants [Cl:1][C:2]1[CH:3]=[C:4]([CH:24]=[CH:25][CH:26]=1)[CH2:5][N:6]1[C:10]2[CH:11]=[CH:12][C:13]3[N:14]([C:15]([CH3:18])=[N:16][N:17]=3)[C:9]=2[CH:8]=[C:7]1[C:19]1[NH:23][N:22]=[CH:21][CH:20]=1.C([O-])([O-])=O.[Cs+].[Cs+].CS(O[CH:38]1[CH2:41][N:40](C(OC(C)(C)C)=O)[CH2:39]1)(=O)=O.Cl.O1CCOCC1, predict the reaction product. The product is: [NH:40]1[CH2:41][CH:38]([N:22]2[CH:21]=[CH:20][C:19]([C:7]3[N:6]([CH2:5][C:4]4[CH:24]=[CH:25][CH:26]=[C:2]([Cl:1])[CH:3]=4)[C:10]4[CH:11]=[CH:12][C:13]5[N:14]([C:15]([CH3:18])=[N:16][N:17]=5)[C:9]=4[CH:8]=3)=[N:23]2)[CH2:39]1. (5) Given the reactants [CH2:1]([O:3][C:4](=[O:23])[CH2:5][N:6]1[C:10]([C:11]([O:13][CH2:14][CH3:15])=[O:12])=[C:9]([OH:16])[C:8]([OH:17])=[C:7]1[C:18]([O:20][CH2:21][CH3:22])=[O:19])[CH3:2].Br[CH2:25][CH2:26][CH2:27]Br.C(=O)([O-])[O-].[K+].[K+].CN(C)C=O, predict the reaction product. The product is: [CH2:1]([O:3][C:4](=[O:23])[CH2:5][N:6]1[C:7]([C:18]([O:20][CH2:21][CH3:22])=[O:19])=[C:8]2[O:17][CH2:25][CH2:26][CH2:27][O:16][C:9]2=[C:10]1[C:11]([O:13][CH2:14][CH3:15])=[O:12])[CH3:2]. (6) Given the reactants [F:1][C:2]1[N:10]=[C:9]2[C:5]([N:6]=[C:7]([CH2:11][C:12]3[C:20]([I:21])=[CH:19][C:15]4[O:16][CH2:17][O:18][C:14]=4[CH:13]=3)[NH:8]2)=[C:4]([NH2:22])[N:3]=1.C([O-])([O-])=O.[Cs+].[Cs+].[OH:29][CH2:30][CH2:31][CH2:32]OS(C1C=CC(C)=CC=1)(=O)=O, predict the reaction product. The product is: [NH2:22][C:4]1[N:3]=[C:2]([F:1])[N:10]=[C:9]2[C:5]=1[N:6]=[C:7]([CH2:11][C:12]1[C:20]([I:21])=[CH:19][C:15]3[O:16][CH2:17][O:18][C:14]=3[CH:13]=1)[N:8]2[CH2:32][CH2:31][CH2:30][OH:29]. (7) Given the reactants C(Cl)(=O)C.[C:5]1([NH:11][NH2:12])[CH:10]=[CH:9][CH:8]=[CH:7][CH:6]=1.[CH3:13][C:14]1[NH:15][C:16]2[C:21]([C:22]=1[C:23](=O)[C:24]([O:26]CC)=O)=[CH:20][CH:19]=[CH:18][CH:17]=2.Cl, predict the reaction product. The product is: [CH3:13][C:14]1[N:11]([C:5]2[CH:10]=[CH:9][CH:8]=[CH:7][CH:6]=2)[N:12]=[C:23]2[C:22]=1[C:21]1[CH:20]=[CH:19][CH:18]=[CH:17][C:16]=1[NH:15][C:24]2=[O:26]. (8) Given the reactants [NH2:1][C:2]1[CH:3]=[N:4][CH:5]=[CH:6][C:7]=1[C@H:8]1[CH2:24][C@H:12]2[N:13]([C:17]([O:19][C:20]([CH3:23])([CH3:22])[CH3:21])=[O:18])C(=O)[O:15][C@H:11]2[C@@H:10]([CH3:25])[CH2:9]1.[F:26][C:27]1[CH:32]=[CH:31][CH:30]=[C:29]([F:33])[C:28]=1[C:34]1[N:39]=[C:38]([C:40](O)=[O:41])[CH:37]=[CH:36][C:35]=1[F:43].C(Cl)CCl.C([O-])([O-])=O.[Cs+].[Cs+], predict the reaction product. The product is: [F:26][C:27]1[CH:32]=[CH:31][CH:30]=[C:29]([F:33])[C:28]=1[C:34]1[N:39]=[C:38]([C:40]([NH:1][C:2]2[CH:3]=[N:4][CH:5]=[CH:6][C:7]=2[C@H:8]2[CH2:24][C@@H:12]([NH:13][C:17](=[O:18])[O:19][C:20]([CH3:22])([CH3:23])[CH3:21])[C@@H:11]([OH:15])[C@@H:10]([CH3:25])[CH2:9]2)=[O:41])[CH:37]=[CH:36][C:35]=1[F:43]. (9) Given the reactants [CH2:1](O)[CH3:2].[S:4]1[C:8]2[CH:9]=[CH:10][CH:11]=[CH:12][C:7]=2[N:6]=[C:5]1[SH:13].C1(P(C2C=CC=CC=2)C2C=CC=CC=2)C=CC=CC=1, predict the reaction product. The product is: [CH2:8]([S:4][C:5]1[S:13][C:2]2[CH:1]=[CH:10][CH:11]=[CH:12][C:7]=2[N:6]=1)[CH3:9]. (10) Given the reactants [Cl:1][C:2]1[CH:3]=[CH:4][C:5]([O:23][CH3:24])=[C:6]([CH:22]=1)[C:7]([NH:9][C:10]1[S:11][C:12]2[C:17]([CH3:19])([CH3:18])[O:16][C:15]([CH3:21])([CH3:20])[C:13]=2[N:14]=1)=[O:8].CC(C)([O-])C.[K+].Br[CH2:32][C:33]1[CH:38]=[CH:37][C:36]([F:39])=[CH:35][C:34]=1[F:40], predict the reaction product. The product is: [Cl:1][C:2]1[CH:3]=[CH:4][C:5]([O:23][CH3:24])=[C:6]([CH:22]=1)[C:7](/[N:9]=[C:10]1\[S:11][C:12]2[C:17]([CH3:18])([CH3:19])[O:16][C:15]([CH3:20])([CH3:21])[C:13]=2[N:14]\1[CH2:32][C:33]1[CH:38]=[CH:37][C:36]([F:39])=[CH:35][C:34]=1[F:40])=[O:8].